From a dataset of Full USPTO retrosynthesis dataset with 1.9M reactions from patents (1976-2016). Predict the reactants needed to synthesize the given product. (1) Given the product [ClH:41].[NH2:8][CH2:9][C:10]([NH:12][C:13]1[CH:14]=[C:15]([CH:36]=[CH:37][C:38]=1[O:39][CH3:40])[CH2:16][S:17][C:18]1[N:26]=[C:25]2[C:21]([N:22]=[C:23]([CH2:28][CH3:29])[N:24]2[CH3:27])=[C:20]([N:30]2[CH2:31][CH2:32][O:33][CH2:34][CH2:35]2)[N:19]=1)=[O:11], predict the reactants needed to synthesize it. The reactants are: C(OC([NH:8][CH2:9][C:10]([NH:12][C:13]1[CH:14]=[C:15]([CH:36]=[CH:37][C:38]=1[O:39][CH3:40])[CH2:16][S:17][C:18]1[N:26]=[C:25]2[C:21]([N:22]=[C:23]([CH2:28][CH3:29])[N:24]2[CH3:27])=[C:20]([N:30]2[CH2:35][CH2:34][O:33][CH2:32][CH2:31]2)[N:19]=1)=[O:11])=O)(C)(C)C.[ClH:41]. (2) Given the product [CH2:8]([NH:9][CH2:10][CH2:30][C:3]1[CH:4]=[C:5]([CH2:8][N:9]2[CH2:10][CH2:11][C:12]3([O:17][CH2:16][CH2:15][N:14]([C:18]([C:20]4[N:21]=[C:22]([CH:25]([CH3:26])[CH3:27])[S:23][CH:24]=4)=[O:19])[CH2:13]3)[CH2:28][CH2:29]2)[CH:6]=[CH:7][C:2]=1[F:1])[C:5]1[CH:6]=[CH:7][CH:2]=[CH:3][CH:4]=1, predict the reactants needed to synthesize it. The reactants are: [F:1][C:2]1[CH:7]=[CH:6][C:5]([CH2:8][N:9]2[CH2:29][CH2:28][C:12]3([O:17][CH2:16][CH2:15][N:14]([C:18]([C:20]4[N:21]=[C:22]([CH:25]([CH3:27])[CH3:26])[S:23][CH:24]=4)=[O:19])[CH2:13]3)[CH2:11][CH2:10]2)=[CH:4][C:3]=1[CH2:30]CC(N)=O.S(=O)(=O)(O)O. (3) The reactants are: Br[C:2]1[CH:3]=[C:4]2[C:9](=[N:10][CH:11]=1)[N:8]=[C:7]([C:12]([F:15])([F:14])[F:13])[C:6]([C:16]([O:18][CH2:19][CH3:20])=[O:17])=[CH:5]2.[CH3:21]B(O)O. Given the product [CH3:21][C:2]1[CH:3]=[C:4]2[C:9](=[N:10][CH:11]=1)[N:8]=[C:7]([C:12]([F:15])([F:14])[F:13])[C:6]([C:16]([O:18][CH2:19][CH3:20])=[O:17])=[CH:5]2, predict the reactants needed to synthesize it.